This data is from Forward reaction prediction with 1.9M reactions from USPTO patents (1976-2016). The task is: Predict the product of the given reaction. (1) Given the reactants Br[CH2:2][CH2:3][CH2:4][CH2:5][CH2:6][CH2:7][C:8]([O:10][CH2:11][CH3:12])=[O:9].[F:13][C:14]([F:27])([F:26])[C:15]1[CH:16]=[C:17]([OH:25])[CH:18]=[C:19]([C:21]([F:24])([F:23])[F:22])[CH:20]=1.CN(C)C=O.C(=O)([O-])[O-].[K+].[K+], predict the reaction product. The product is: [F:13][C:14]([F:26])([F:27])[C:15]1[CH:16]=[C:17]([CH:18]=[C:19]([C:21]([F:22])([F:23])[F:24])[CH:20]=1)[O:25][CH2:2][CH2:3][CH2:4][CH2:5][CH2:6][CH2:7][C:8]([O:10][CH2:11][CH3:12])=[O:9]. (2) Given the reactants [CH:1]([O:4][C:5](=[O:19])[C:6]1[CH:11]=[CH:10][C:9]([O:12][CH:13]([CH3:15])[CH3:14])=[C:8]([N:16]=[C:17]=[S:18])[CH:7]=1)([CH3:3])[CH3:2].CC1C=CC(C([NH2:27])=O)=CC=1NC(N)=S.N, predict the reaction product. The product is: [CH:1]([O:4][C:5](=[O:19])[C:6]1[CH:11]=[CH:10][C:9]([O:12][CH:13]([CH3:14])[CH3:15])=[C:8]([NH:16][C:17]([NH2:27])=[S:18])[CH:7]=1)([CH3:2])[CH3:3].